Dataset: Full USPTO retrosynthesis dataset with 1.9M reactions from patents (1976-2016). Task: Predict the reactants needed to synthesize the given product. (1) Given the product [C:23]([O:16][C@@H:10]1[C@@:11]([OH:15])([CH3:14])[CH2:12][CH2:13][C@@H:2]([OH:1])[CH2:3][C:4](=[O:22])[NH:5][C@H:6](/[C:17](/[CH3:21])=[CH:18]/[CH:19]=[CH2:20])[CH2:7][CH:8]=[CH:9]1)(=[O:25])[CH3:24], predict the reactants needed to synthesize it. The reactants are: [OH:1][C@@H:2]1[CH2:13][CH2:12][C@:11]([OH:15])([CH3:14])[C@@H:10]([OH:16])[CH:9]=[CH:8][CH2:7][C@@H:6](/[C:17](/[CH3:21])=[CH:18]/[CH:19]=[CH2:20])[NH:5][C:4](=[O:22])[CH2:3]1.[C:23](OC(=O)C)(=[O:25])[CH3:24].C(N(CC)CC)C. (2) Given the product [O:24]1[C:25]2[CH:31]=[CH:30][CH:29]=[CH:28][C:26]=2[N:27]=[C:23]1[CH2:22][N:17]1[CH2:18][CH2:19][N:14]([C:10]2[CH:9]=[C:8]([O:7][CH2:3][CH:4]([CH3:6])[CH3:5])[N:13]=[CH:12][N:11]=2)[CH2:15][C:16]1=[O:20], predict the reactants needed to synthesize it. The reactants are: [H-].[Na+].[CH2:3]([O:7][C:8]1[N:13]=[CH:12][N:11]=[C:10]([N:14]2[CH2:19][CH2:18][NH:17][C:16](=[O:20])[CH2:15]2)[CH:9]=1)[CH:4]([CH3:6])[CH3:5].Cl[CH2:22][C:23]1[O:24][C:25]2[CH:31]=[CH:30][CH:29]=[CH:28][C:26]=2[N:27]=1.